This data is from Forward reaction prediction with 1.9M reactions from USPTO patents (1976-2016). The task is: Predict the product of the given reaction. (1) Given the reactants I[C:2]1[C:3](=[O:13])[N:4]([CH2:10][O:11][CH3:12])[C:5]([CH3:9])=[N:6][C:7]=1[CH3:8].C(=O)([O-])[O-].[Cs+].[Cs+].N1C2C(=CC=C3C=2N=CC=C3)C=CC=1.[CH2:34]([OH:41])[C:35]1[CH:40]=[CH:39][CH:38]=[CH:37][CH:36]=1, predict the reaction product. The product is: [CH2:34]([O:41][C:2]1[C:3](=[O:13])[N:4]([CH2:10][O:11][CH3:12])[C:5]([CH3:9])=[N:6][C:7]=1[CH3:8])[C:35]1[CH:40]=[CH:39][CH:38]=[CH:37][CH:36]=1. (2) Given the reactants C(OC([N:8]1[CH2:36][CH2:35][C:11]2([N:15]([C:16]([C:18]3[CH:23]=[CH:22][C:21]([CH:24]4[CH2:26][CH2:25]4)=[C:20]([CH2:27][C:28]4[CH:33]=[CH:32][C:31]([F:34])=[CH:30][CH:29]=4)[N:19]=3)=[O:17])[CH2:14][CH2:13][CH2:12]2)[CH2:10][CH2:9]1)=O)(C)(C)C.FC(F)(F)C(O)=O.C([O-])(O)=O.[Na+], predict the reaction product. The product is: [CH:24]1([C:21]2[CH:22]=[CH:23][C:18]([C:16]([N:15]3[C:11]4([CH2:35][CH2:36][NH:8][CH2:9][CH2:10]4)[CH2:12][CH2:13][CH2:14]3)=[O:17])=[N:19][C:20]=2[CH2:27][C:28]2[CH:29]=[CH:30][C:31]([F:34])=[CH:32][CH:33]=2)[CH2:26][CH2:25]1. (3) Given the reactants [CH2:1]([O:3][C:4]([N:6]=[S:7]([CH3:18])([C:9]1[CH:14]=[CH:13][C:12]([N+:15]([O-])=O)=[CH:11][CH:10]=1)=[O:8])=[O:5])[CH3:2].[OH-].[Na+].O.C(OCC)(=O)C, predict the reaction product. The product is: [NH2:15][C:12]1[CH:13]=[CH:14][C:9]([S:7]([CH3:18])(=[N:6][C:4]([O:3][CH2:1][CH3:2])=[O:5])=[O:8])=[CH:10][CH:11]=1. (4) Given the reactants [NH2:1][CH2:2][CH:3]1[CH2:8][CH2:7][C:6]2[C:9]3[C:14]([NH:15][C:16]4[CH:17]=[C:18]5[C:22](=[CH:23][CH:24]=4)[NH:21][N:20]=[CH:19]5)=[N:13][CH:12]=[N:11][C:10]=3[S:25][C:5]=2[CH2:4]1.[N:26]([CH:29]([CH3:31])[CH3:30])=[C:27]=[O:28], predict the reaction product. The product is: [NH:21]1[C:22]2[C:18](=[CH:17][C:16]([NH:15][C:14]3[C:9]4[C:6]5[CH2:7][CH2:8][CH:3]([CH2:2][NH:1][C:27]([NH:26][CH:29]([CH3:31])[CH3:30])=[O:28])[CH2:4][C:5]=5[S:25][C:10]=4[N:11]=[CH:12][N:13]=3)=[CH:24][CH:23]=2)[CH:19]=[N:20]1. (5) Given the reactants Cl[C:2]1[N:7]([CH2:8][C:9]2[CH:14]=[CH:13][C:12]([C:15]3[C:16]([C:21]#[N:22])=[CH:17][CH:18]=[CH:19][CH:20]=3)=[CH:11][CH:10]=2)[C:6](=[O:23])[NH:5][C:4](=[O:24])[CH:3]=1.[Na], predict the reaction product. The product is: [O:23]=[C:6]1[NH:5][C:4](=[O:24])[CH:3]=[C:2]([O:24][CH2:4][CH2:3][CH3:2])[N:7]1[CH2:8][C:9]1[CH:14]=[CH:13][C:12]([C:15]2[C:16]([C:21]#[N:22])=[CH:17][CH:18]=[CH:19][CH:20]=2)=[CH:11][CH:10]=1. (6) Given the reactants [NH2:1][C:2]1[CH:12]=[C:11]([CH:13]=[O:14])[C:10]([CH3:15])=[CH:9][C:3]=1[C:4]([O:6][CH2:7][CH3:8])=[O:5].[CH2:16]([O:18]C(=O)C1C=C(OC(F)(F)F)C(C2OCCO2)=C(Cl)C=1N)[CH3:17], predict the reaction product. The product is: [NH2:1][C:2]1[CH:12]=[C:11]([CH:13]2[O:18][CH2:16][CH2:17][O:14]2)[C:10]([CH3:15])=[CH:9][C:3]=1[C:4]([O:6][CH2:7][CH3:8])=[O:5]. (7) Given the reactants C([O:3][C:4](=[O:22])[CH2:5][CH2:6][C@@H:7]1[CH2:12][CH2:11][C:10]([F:14])([F:13])[CH2:9][N:8]1[C:15]([O:17][C:18]([CH3:21])([CH3:20])[CH3:19])=[O:16])C.O[Li].O, predict the reaction product. The product is: [C:18]([O:17][C:15]([N:8]1[CH2:9][C:10]([F:13])([F:14])[CH2:11][CH2:12][C@H:7]1[CH2:6][CH2:5][C:4]([OH:22])=[O:3])=[O:16])([CH3:21])([CH3:19])[CH3:20].